From a dataset of Full USPTO retrosynthesis dataset with 1.9M reactions from patents (1976-2016). Predict the reactants needed to synthesize the given product. (1) Given the product [Cl:1][C:2]1[CH:3]=[C:4]([CH:9]2[N:14]3[N:15]=[CH:16][CH:17]=[C:13]3[NH:12][C:11]([CH3:25])=[C:10]2[C:26]([N:27]([S:29]([C:32]2[CH:33]=[CH:34][C:35]([O:38][CH3:39])=[CH:36][CH:37]=2)(=[O:31])=[O:30])[CH3:28])=[O:40])[CH:5]=[CH:6][C:7]=1[Cl:8], predict the reactants needed to synthesize it. The reactants are: [Cl:1][C:2]1[CH:3]=[C:4]([CH:9]2[N:14]3[N:15]=[CH:16][CH:17]=[C:13]3[N:12](C(OC(C)(C)C)=O)[C:11]([CH3:25])=[C:10]2[C:26](=[O:40])[N:27]([S:29]([C:32]2[CH:37]=[CH:36][C:35]([O:38][CH3:39])=[CH:34][CH:33]=2)(=[O:31])=[O:30])[CH3:28])[CH:5]=[CH:6][C:7]=1[Cl:8].C(O)(C(F)(F)F)=O. (2) Given the product [CH:12]1([CH2:11][N:9]2[CH2:10][C:5]3[C:4]([N:15]4[CH2:20][CH2:19][O:18][CH2:17][C@@H:16]4[CH3:21])=[N:3][C:2]([C:32]4[CH:31]=[CH:30][C:29]([NH:28][C:26]([NH:25][CH2:22][CH2:23][CH3:24])=[O:27])=[CH:34][CH:33]=4)=[N:7][C:6]=3[CH2:8]2)[CH2:14][CH2:13]1, predict the reactants needed to synthesize it. The reactants are: Cl[C:2]1[N:3]=[C:4]([N:15]2[CH2:20][CH2:19][O:18][CH2:17][C@@H:16]2[CH3:21])[C:5]2[CH2:10][N:9]([CH2:11][CH:12]3[CH2:14][CH2:13]3)[CH2:8][C:6]=2[N:7]=1.[CH2:22]([NH:25][C:26]([NH:28][C:29]1[CH:34]=[CH:33][C:32](B2OC(C)(C)C(C)(C)O2)=[CH:31][CH:30]=1)=[O:27])[CH2:23][CH3:24]. (3) Given the product [Cl:11][C:4]1[CH:3]=[C:2]([C:16]2[CH:17]=[CH:18][C:13]([F:12])=[CH:14][CH:15]=2)[CH:10]=[CH:9][C:5]=1[C:6]([OH:8])=[O:7], predict the reactants needed to synthesize it. The reactants are: Br[C:2]1[CH:10]=[CH:9][C:5]([C:6]([OH:8])=[O:7])=[C:4]([Cl:11])[CH:3]=1.[F:12][C:13]1[CH:18]=[CH:17][C:16](B(O)O)=[CH:15][CH:14]=1.C(=O)([O-])[O-].[Na+].[Na+]. (4) Given the product [Br:1][C:2]1[CH:3]=[C:4]2[C@:10]3([CH2:14][CH2:13][N:12]([C:15]([O:17][CH3:18])=[O:16])[CH2:11]3)[CH2:9][N:8]([C:44](=[O:45])[NH:22][C:23]3[S:24][C:25]([S:28][CH2:29][C:30]([O:32][CH2:33][CH3:34])=[O:31])=[CH:26][N:27]=3)[C:5]2=[CH:6][CH:7]=1, predict the reactants needed to synthesize it. The reactants are: [Br:1][C:2]1[CH:3]=[C:4]2[C@:10]3([CH2:14][CH2:13][N:12]([C:15]([O:17][C:18](C)(C)C)=[O:16])[CH2:11]3)[CH2:9][NH:8][C:5]2=[CH:6][CH:7]=1.[NH2:22][C:23]1[S:24][C:25]([S:28][CH2:29][C:30]([O:32][CH2:33][CH3:34])=[O:31])=[CH:26][N:27]=1.Cl.NC1SC(Cl)=CN=1.Cl[C:44](OC)=[O:45]. (5) Given the product [CH3:34][O:33][CH2:32][CH2:31][O:30][C:29]([NH:3][CH:4]([C:16]1[CH:21]=[CH:20][CH:19]=[CH:18][CH:17]=1)[C:5]([O:7][C@@H:8]1[CH:13]2[CH2:12][CH2:11][N:10]([CH2:15][CH2:14]2)[CH2:9]1)=[O:6])=[O:35], predict the reactants needed to synthesize it. The reactants are: Cl.Cl.[NH2:3][CH:4]([C:16]1[CH:21]=[CH:20][CH:19]=[CH:18][CH:17]=1)[C:5]([O:7][C@@H:8]1[CH:13]2[CH2:14][CH2:15][N:10]([CH2:11][CH2:12]2)[CH2:9]1)=[O:6].C(N(CC)CC)C.[C:29](Cl)(=[O:35])[O:30][CH2:31][CH2:32][O:33][CH3:34]. (6) The reactants are: [O:1]=[C:2]1[C:10]2([CH2:14][O:13][C:12]3[CH:15]=[C:16]4[C:20](=[CH:21][C:11]2=3)[CH2:19][CH2:18][O:17]4)[C:9]2[C:4](=[CH:5][CH:6]=[CH:7][CH:8]=2)[N:3]1[CH2:22][C:23]1[CH:24]=[C:25]([CH:30]=[CH:31][CH:32]=1)[C:26]([O:28]C)=[O:27].O.[OH-].[Li+]. Given the product [O:1]=[C:2]1[C:10]2([CH2:14][O:13][C:12]3[CH:15]=[C:16]4[C:20](=[CH:21][C:11]2=3)[CH2:19][CH2:18][O:17]4)[C:9]2[C:4](=[CH:5][CH:6]=[CH:7][CH:8]=2)[N:3]1[CH2:22][C:23]1[CH:24]=[C:25]([CH:30]=[CH:31][CH:32]=1)[C:26]([OH:28])=[O:27], predict the reactants needed to synthesize it. (7) Given the product [Cl:18][C:12]1[CH:13]=[C:14]([Cl:17])[CH:15]=[CH:16][C:11]=1[C:6]1[CH:5]=[CH:4][N:3]=[C:2]([NH:24][CH:22]([CH3:23])[CH2:21][O:20][CH3:19])[C:7]=1[N+:8]([O-:10])=[O:9], predict the reactants needed to synthesize it. The reactants are: Cl[C:2]1[C:7]([N+:8]([O-:10])=[O:9])=[C:6]([C:11]2[CH:16]=[CH:15][C:14]([Cl:17])=[CH:13][C:12]=2[Cl:18])[CH:5]=[CH:4][N:3]=1.[CH3:19][O:20][CH2:21][CH:22]([NH2:24])[CH3:23].CCN(C(C)C)C(C)C.